Dataset: NCI-60 drug combinations with 297,098 pairs across 59 cell lines. Task: Regression. Given two drug SMILES strings and cell line genomic features, predict the synergy score measuring deviation from expected non-interaction effect. Drug 1: C1=NC2=C(N=C(N=C2N1C3C(C(C(O3)CO)O)O)F)N. Drug 2: CCC(=C(C1=CC=CC=C1)C2=CC=C(C=C2)OCCN(C)C)C3=CC=CC=C3.C(C(=O)O)C(CC(=O)O)(C(=O)O)O. Cell line: U251. Synergy scores: CSS=-2.77, Synergy_ZIP=13.1, Synergy_Bliss=6.24, Synergy_Loewe=4.02, Synergy_HSA=-3.82.